From a dataset of Full USPTO retrosynthesis dataset with 1.9M reactions from patents (1976-2016). Predict the reactants needed to synthesize the given product. (1) Given the product [N:1]1[CH:6]=[CH:5][CH:4]=[CH:3][C:2]=1[C:7]1[N:8]=[C:9]([O:16][C@H:18]2[CH2:22][N:21]([C:23]([O:25][C:26]([CH3:29])([CH3:28])[CH3:27])=[O:24])[C@H:20]([C:30]([O:32][CH3:33])=[O:31])[CH2:19]2)[C:10]2[CH:15]=[CH:14][S:13][C:11]=2[N:12]=1, predict the reactants needed to synthesize it. The reactants are: [N:1]1[CH:6]=[CH:5][CH:4]=[CH:3][C:2]=1[C:7]1[N:8]=[C:9]([OH:16])[C:10]2[CH:15]=[CH:14][S:13][C:11]=2[N:12]=1.O[C@@H:18]1[CH2:22][N:21]([C:23]([O:25][C:26]([CH3:29])([CH3:28])[CH3:27])=[O:24])[C@H:20]([C:30]([O:32][CH3:33])=[O:31])[CH2:19]1.C1(P(C2C=CC=CC=2)C2C=CC=CC=2)C=CC=CC=1.N(C(OC(C)C)=O)=NC(OC(C)C)=O. (2) Given the product [C:12]([O:11][C:10](=[O:16])[NH:9][S:6]([C:3]1([CH2:2][F:23])[CH2:5][CH2:4]1)(=[O:8])=[O:7])([CH3:15])([CH3:14])[CH3:13], predict the reactants needed to synthesize it. The reactants are: O[CH2:2][C:3]1([S:6]([NH:9][C:10](=[O:16])[O:11][C:12]([CH3:15])([CH3:14])[CH3:13])(=[O:8])=[O:7])[CH2:5][CH2:4]1.C(N(S(F)(F)[F:23])CC)C. (3) The reactants are: [CH2:1]([O:11][C:12](=[O:20])[C:13]1[CH:18]=[CH:17][CH:16]=[CH:15][C:14]=1[NH2:19])[CH2:2][CH2:3][CH2:4][CH2:5][CH2:6][CH2:7][CH2:8][CH2:9][CH3:10].[CH2:21]1[O:24][CH:22]1[CH3:23].C(O)(=O)C. Given the product [CH2:1]([O:11][C:12](=[O:20])[C:13]1[CH:18]=[CH:17][CH:16]=[CH:15][C:14]=1[NH:19][CH2:21][CH:22]([OH:24])[CH3:23])[CH2:2][CH2:3][CH2:4][CH2:5][CH2:6][CH2:7][CH2:8][CH2:9][CH3:10], predict the reactants needed to synthesize it. (4) Given the product [OH:27][C@H:26]([C:28]1[CH:29]=[CH:30][C:31]([OH:39])=[C:32]([NH:34][S:35]([CH3:38])(=[O:37])=[O:36])[CH:33]=1)[CH2:25][NH:24][CH:2]1[CH2:7][CH2:6][N:5]([C:8]2[CH:9]=[CH:10][C:11]([NH:14][S:15]([C:18]3[CH:19]=[N:20][CH:21]=[CH:22][CH:23]=3)(=[O:17])=[O:16])=[CH:12][CH:13]=2)[CH2:4][CH2:3]1, predict the reactants needed to synthesize it. The reactants are: O=[C:2]1[CH2:7][CH2:6][N:5]([C:8]2[CH:13]=[CH:12][C:11]([NH:14][S:15]([C:18]3[CH:19]=[N:20][CH:21]=[CH:22][CH:23]=3)(=[O:17])=[O:16])=[CH:10][CH:9]=2)[CH2:4][CH2:3]1.[NH2:24][CH2:25][C@@H:26]([C:28]1[CH:29]=[CH:30][C:31]([OH:39])=[C:32]([NH:34][S:35]([CH3:38])(=[O:37])=[O:36])[CH:33]=1)[OH:27].C(O[BH-](OC(=O)C)OC(=O)C)(=O)C.[Na+].O. (5) Given the product [CH3:37][C:38]1[CH:39]=[C:40]2[C:45](=[CH:46][CH:47]=1)[O:44][C@@H:43]([C:30]1[CH:29]=[C:28]([CH:33]=[CH:32][CH:31]=1)[C:26]([O:25][CH3:24])=[O:27])[CH2:42][C:41]2=[O:48], predict the reactants needed to synthesize it. The reactants are: C([C@H]1COC(C2C=CC=CN=2)=N1)(C)(C)C.[NH4+].F[P-](F)(F)(F)(F)F.[CH3:24][O:25][C:26]([C:28]1[CH:29]=[C:30](B(O)O)[CH:31]=[CH:32][CH:33]=1)=[O:27].[CH3:37][C:38]1[CH:39]=[C:40]2[C:45](=[CH:46][CH:47]=1)[O:44][CH:43]=[CH:42][C:41]2=[O:48].O.